This data is from Peptide-MHC class I binding affinity with 185,985 pairs from IEDB/IMGT. The task is: Regression. Given a peptide amino acid sequence and an MHC pseudo amino acid sequence, predict their binding affinity value. This is MHC class I binding data. (1) The peptide sequence is MASLKSLYEA. The binding affinity (normalized) is 0.373. The MHC is HLA-A02:01 with pseudo-sequence HLA-A02:01. (2) The peptide sequence is SAWESFWRI. The MHC is HLA-A02:11 with pseudo-sequence HLA-A02:11. The binding affinity (normalized) is 1.00.